The task is: Predict the reactants needed to synthesize the given product.. This data is from Full USPTO retrosynthesis dataset with 1.9M reactions from patents (1976-2016). (1) Given the product [Cl:22][C:23]1[CH:28]=[C:27]([Cl:29])[CH:26]=[CH:25][C:24]=1[C:2]1[CH:3]=[CH:4][CH:5]=[C:6]2[C:11]=1[N:10]=[C:9]([CH3:12])[CH:8]=[C:7]2[N:13]1[CH2:18][CH:17]=[C:16]([C:19](=[O:21])[NH2:20])[CH2:15][CH2:14]1, predict the reactants needed to synthesize it. The reactants are: Br[C:2]1[CH:3]=[CH:4][CH:5]=[C:6]2[C:11]=1[N:10]=[C:9]([CH3:12])[CH:8]=[C:7]2[N:13]1[CH2:18][CH:17]=[C:16]([C:19](=[O:21])[NH2:20])[CH2:15][CH2:14]1.[Cl:22][C:23]1[CH:28]=[C:27]([Cl:29])[CH:26]=[CH:25][C:24]=1OB(O)O.C(=O)([O-])[O-].[Na+].[Na+].O. (2) Given the product [Cl:1][C:2]1[N:7]([CH3:8])[C:6](=[O:9])[N:5]([CH3:10])[C:4](=[O:11])[C:3]=1[CH:12]=[N:15][OH:16], predict the reactants needed to synthesize it. The reactants are: [Cl:1][C:2]1[N:7]([CH3:8])[C:6](=[O:9])[N:5]([CH3:10])[C:4](=[O:11])[C:3]=1[CH:12]=O.Cl.[NH2:15][OH:16].[OH-].[K+]. (3) The reactants are: [CH2:1]1[O:9][C@H:8]([CH2:10][OH:11])[C@@H:6]([OH:7])[C@H:4]([OH:5])[C:2]1=[O:3].[C:12](O)(=[O:24])[CH2:13][CH2:14][CH2:15][CH2:16][CH2:17][CH2:18][CH2:19][CH2:20][CH2:21][CH2:22][CH3:23].N1C=CC=CC=1. Given the product [C:12]([O:11][CH2:10][C@H:8]1[O:9][CH2:1][C:2](=[O:3])[C@@H:4]([OH:5])[C@@H:6]1[OH:7])(=[O:24])[CH2:13][CH2:14][CH2:15][CH2:16][CH2:17][CH2:18][CH2:19][CH2:20][CH2:21][CH2:22][CH3:23], predict the reactants needed to synthesize it.